From a dataset of Full USPTO retrosynthesis dataset with 1.9M reactions from patents (1976-2016). Predict the reactants needed to synthesize the given product. (1) Given the product [C:2]1([O-:1])[CH:11]=[CH:10][CH:9]=[CH:8][CH:3]=1.[CH:29]1[CH:28]=[CH:27][C:26]([P:19]([C:20]2[CH:25]=[CH:24][CH:23]=[CH:22][CH:21]=2)[C:16]2[CH:17]=[CH:18][CH:13]=[CH:14][CH:15]=2)=[CH:31][CH:30]=1, predict the reactants needed to synthesize it. The reactants are: [OH:1][C:2]1[CH:11]=[CH:10][CH:9]=[C:8](O)[C:3]=1C(OC)=O.[CH:13]1[CH:18]=[CH:17][C:16]([P:19]([C:26]2[CH:31]=[CH:30][CH:29]=[CH:28][CH:27]=2)[C:20]2[CH:25]=[CH:24][CH:23]=[CH:22][CH:21]=2)=[CH:15][CH:14]=1.CCOC(/N=N/C(OCC)=O)=O. (2) Given the product [Cl:1][C:2]1[C:7]([N:43]2[CH2:42][CH2:41][CH:40]([NH:39][C:32](=[O:33])[O:34][C:35]([CH3:37])([CH3:36])[CH3:38])[CH2:45][CH2:44]2)=[N:6][C:5]([C:9]2[C:17]3[C:12](=[CH:13][N:14]=[C:15]([C:18]4[CH:19]=[N:20][CH:21]=[CH:22][CH:23]=4)[CH:16]=3)[N:11]([CH2:24][O:25][CH2:26][CH2:27][Si:28]([CH3:31])([CH3:30])[CH3:29])[N:10]=2)=[CH:4][CH:3]=1, predict the reactants needed to synthesize it. The reactants are: [Cl:1][C:2]1[CH:3]=[CH:4][C:5]([C:9]2[C:17]3[C:12](=[CH:13][N:14]=[C:15]([C:18]4[CH:19]=[N:20][CH:21]=[CH:22][CH:23]=4)[CH:16]=3)[N:11]([CH2:24][O:25][CH2:26][CH2:27][Si:28]([CH3:31])([CH3:30])[CH3:29])[N:10]=2)=[N:6][C:7]=1F.[C:32]([NH:39][CH:40]1[CH2:45][CH2:44][NH:43][CH2:42][CH2:41]1)([O:34][C:35]([CH3:38])([CH3:37])[CH3:36])=[O:33].CN1CCOCC1.CN1CCCC1=O. (3) Given the product [Cl:29][C:26]1[CH:25]=[CH:24][C:23]([C:20]2[N:19]=[N:18][C:17]([NH:15][NH:16][C:60](=[O:61])[CH2:59][O:58][C:49]3[C:48]4[C:53](=[CH:54][C:55]([O:56][CH3:57])=[C:46]([O:45][CH3:44])[CH:47]=4)[N:52]=[CH:51][CH:50]=3)=[N:22][CH:21]=2)=[CH:28][CH:27]=1, predict the reactants needed to synthesize it. The reactants are: N(C1N=NC(C2C=CC=CC=2)=CN=1)N.[NH:15]([C:17]1[N:18]=[N:19][C:20]([C:23]2[CH:28]=[CH:27][C:26]([Cl:29])=[CH:25][CH:24]=2)=[CH:21][N:22]=1)[NH2:16].N1C2C(=CC(CC(O)=O)=CC=2)C=CC=1.[CH3:44][O:45][C:46]1[CH:47]=[C:48]2[C:53](=[CH:54][C:55]=1[O:56][CH3:57])[N:52]=[CH:51][CH:50]=[C:49]2[O:58][CH2:59][C:60](O)=[O:61]. (4) The reactants are: C1(P(C2C=CC=CC=2C2C=CC=CC=2)C2CCCCC2)CCCCC1.Br[C:27]1[C:36]2[C:31](=[CH:32][CH:33]=[CH:34][CH:35]=2)[C:30]([F:37])=[CH:29][CH:28]=1.[C:38]([N:45]1[CH2:50][CH2:49][NH:48][CH2:47][CH2:46]1)([O:40][C:41]([CH3:44])([CH3:43])[CH3:42])=[O:39].CC([O-])(C)C.[Na+]. Given the product [C:41]([O:40][C:38]([N:45]1[CH2:50][CH2:49][N:48]([C:27]2[C:36]3[C:31](=[CH:32][CH:33]=[CH:34][CH:35]=3)[C:30]([F:37])=[CH:29][CH:28]=2)[CH2:47][CH2:46]1)=[O:39])([CH3:44])([CH3:42])[CH3:43], predict the reactants needed to synthesize it. (5) Given the product [Br:1][C:2]1[CH:7]=[CH:6][C:5]([Cl:8])=[CH:4][C:3]=1[CH2:9][Br:17], predict the reactants needed to synthesize it. The reactants are: [Br:1][C:2]1[CH:7]=[CH:6][C:5]([Cl:8])=[CH:4][C:3]=1[CH3:9].C1C(=O)N([Br:17])C(=O)C1.CC(N=NC(C#N)(C)C)(C#N)C.CCOC(C)=O.